From a dataset of Catalyst prediction with 721,799 reactions and 888 catalyst types from USPTO. Predict which catalyst facilitates the given reaction. Reactant: [CH3:1][O:2][C:3]1[CH:4]=[CH:5][C:6]2[N:14]3[C:9]([O:10][CH2:11][CH2:12][CH2:13]3)=[C:8]([CH:15]=[CH:16][N+:17]([O-:19])=[O:18])[C:7]=2[N:20]=1.C(Cl)(Cl)Cl.[BH4-].[Na+].C(O)(=O)C. Product: [CH3:1][O:2][C:3]1[CH:4]=[CH:5][C:6]2[N:14]3[C:9]([O:10][CH2:11][CH2:12][CH2:13]3)=[C:8]([CH2:15][CH2:16][N+:17]([O-:19])=[O:18])[C:7]=2[N:20]=1. The catalyst class is: 32.